From a dataset of Reaction yield outcomes from USPTO patents with 853,638 reactions. Predict the reaction yield, written as a fraction of the theoretical maximum amount of product (1.0 means a 100% yield; for example, 0.34 means a 34% yield). (1) The reactants are CO[CH:3]([O:10][CH3:11])[C:4]1[CH:9]=[CH:8][CH:7]=[CH:6][CH:5]=1.[SH:12][CH2:13]CCO. The catalyst is C1COCC1.O.[O-2].[O-2].[O-2].O=[Si]=O.O=[Si]=O.O=[Si]=O.O=[Si]=O.[Al+3].[Al+3]. The product is [C:4]1([CH:3]2[S:12][CH2:13][CH2:11][O:10]2)[CH:9]=[CH:8][CH:7]=[CH:6][CH:5]=1. The yield is 0.970. (2) The reactants are [CH3:1][O:2][C:3]1[CH:4]=[C:5]2[C:10](=[CH:11][C:12]=1[O:13][CH3:14])[N:9]=[CH:8][CH:7]=[C:6]2[O:15][C:16]1[CH:22]=[CH:21][C:19]([NH2:20])=[C:18]([CH3:23])[C:17]=1[CH3:24].Cl[C:26](Cl)([O:28][C:29](=[O:35])OC(Cl)(Cl)Cl)Cl.OC1[CH:45]=[CH:44][C:41]([C:42]#[N:43])=[CH:40][CH:39]=1.C(=O)(O)[O-].[Na+]. The yield is 0.530. The catalyst is C(Cl)Cl.C(N(CC)CC)C.C1(C)C=CC=CC=1. The product is [CH3:1][O:2][C:3]1[CH:4]=[C:5]2[C:10](=[CH:11][C:12]=1[O:13][CH3:14])[N:9]=[CH:8][CH:7]=[C:6]2[O:15][C:16]1[CH:22]=[CH:21][C:19]([NH:20][C:29](=[O:35])[O:28][C:26]2[CH:45]=[CH:44][C:41]([C:42]#[N:43])=[CH:40][CH:39]=2)=[C:18]([CH3:23])[C:17]=1[CH3:24]. (3) The reactants are Br[C:2]1[S:6][C:5]([C:7]([N:9]([C:11]2[CH:16]=[CH:15][C:14]([O:17][CH3:18])=[CH:13][CH:12]=2)[CH3:10])=[O:8])=[CH:4][CH:3]=1.[F:19][C:20]1[C:25]([O:26][CH3:27])=[CH:24][CH:23]=[CH:22][C:21]=1B(O)O. The catalyst is [Pd].C1(P(C2C=CC=CC=2)C2C=CC=CC=2)C=CC=CC=1.C1(P(C2C=CC=CC=2)C2C=CC=CC=2)C=CC=CC=1.C1(P(C2C=CC=CC=2)C2C=CC=CC=2)C=CC=CC=1.C1(P(C2C=CC=CC=2)C2C=CC=CC=2)C=CC=CC=1. The product is [F:19][C:20]1[C:25]([O:26][CH3:27])=[CH:24][CH:23]=[CH:22][C:21]=1[C:2]1[S:6][C:5]([C:7]([N:9]([C:11]2[CH:16]=[CH:15][C:14]([O:17][CH3:18])=[CH:13][CH:12]=2)[CH3:10])=[O:8])=[CH:4][CH:3]=1. The yield is 0.720. (4) The reactants are [C:1]1([S:7]([N:10]2[C:14]3[CH:15]=[N:16][C:17]([C:20]#[N:21])=[C:18]([OH:19])[C:13]=3[C:12]3[CH:22]=[C:23](Br)[CH:24]=[N:25][C:11]2=3)(=[O:9])=[O:8])[CH:6]=[CH:5][CH:4]=[CH:3][CH:2]=1. The catalyst is [Pd].C(OCC)(=O)C.CN(C)C=O.C(N(CC)CC)C. The product is [C:1]1([S:7]([N:10]2[C:14]3[CH:15]=[N:16][C:17]([C:20]#[N:21])=[C:18]([OH:19])[C:13]=3[C:12]3[CH:22]=[CH:23][CH:24]=[N:25][C:11]2=3)(=[O:8])=[O:9])[CH:2]=[CH:3][CH:4]=[CH:5][CH:6]=1. The yield is 0.980. (5) The reactants are [NH2:1][C@H:2]([CH2:5][CH3:6])[CH2:3][OH:4].[C:7](OC(OC(O[C:7]([CH3:10])([CH3:9])[CH3:8])=O)=O)([CH3:10])([CH3:9])[CH3:8]. The catalyst is ClCCl. The product is [C:7]([NH:1][C@H:2]([CH2:5][CH3:6])[CH2:3][OH:4])([CH3:10])([CH3:9])[CH3:8]. The yield is 1.00.